This data is from Reaction yield outcomes from USPTO patents with 853,638 reactions. The task is: Predict the reaction yield, written as a fraction of the theoretical maximum amount of product (1.0 means a 100% yield; for example, 0.34 means a 34% yield). The reactants are [CH3:1][O:2][C:3]1[C:11]2[O:10][CH2:9][CH2:8][C:7]=2[CH:6]=[C:5]([CH:12]=O)[CH:4]=1.[I-].[CH:15]([P+](C1C=CC=CC=1)(C1C=CC=CC=1)C1C=CC=CC=1)([CH3:17])[CH3:16].[H-].[Na+].O. The catalyst is O1CCCC1. The product is [CH3:1][O:2][C:3]1[C:11]2[O:10][CH2:9][CH2:8][C:7]=2[CH:6]=[C:5]([CH:12]=[C:15]([CH3:17])[CH3:16])[CH:4]=1. The yield is 0.500.